This data is from Plasma protein binding rate (PPBR) regression data from AstraZeneca. The task is: Regression/Classification. Given a drug SMILES string, predict its absorption, distribution, metabolism, or excretion properties. Task type varies by dataset: regression for continuous measurements (e.g., permeability, clearance, half-life) or binary classification for categorical outcomes (e.g., BBB penetration, CYP inhibition). For this dataset (ppbr_az), we predict Y. (1) The compound is Cc1ccnc2c1NC(=O)c1cccnc1N2C1CC1. The Y is 44.3 %. (2) The molecule is O=C1COc2ccc(CNC3CCN(CCN4C(=O)COc5ccc(Br)cc54)CC3)nc2N1. The Y is 97.4 %. (3) The compound is COc1cc(Nc2nc(N[C@@H](C)c3ncc(F)cn3)ncc2Br)n[nH]1. The Y is 87.6 %. (4) The molecule is Cc1ncc(C(N)=S)nc1-c1ccc([C@H]2CC[C@H](CC(=O)O)CC2)cc1. The Y is 97.2 %.